This data is from Reaction yield outcomes from USPTO patents with 853,638 reactions. The task is: Predict the reaction yield, written as a fraction of the theoretical maximum amount of product (1.0 means a 100% yield; for example, 0.34 means a 34% yield). The reactants are [CH:1]1([C:4]2([F:25])[CH2:7][N:6]([C:8]3[N:13]=[C:12]([S:14]([CH3:17])(=O)=O)[N:11]=[C:10]([NH:18][C:19]4[NH:23][N:22]=[C:21]([CH3:24])[CH:20]=4)[CH:9]=3)[CH2:5]2)[CH2:3][CH2:2]1.[F:26][C:27]([F:40])([F:39])[CH2:28][C:29]([NH:31][C:32]1[CH:37]=[CH:36]C(S)=[CH:34][CH:33]=1)=[O:30]. The catalyst is CC#N. The product is [CH3:24][C:21]1[CH:20]=[C:19]([NH:18][C:10]2[CH:9]=[C:8]([N:6]3[CH2:7][C:4]([CH:1]4[CH2:3][CH2:2]4)([F:25])[CH2:5]3)[N:13]=[C:12]([S:14][C:17]3[CH:34]=[CH:33][C:32]([NH:31][C:29](=[O:30])[CH2:28][C:27]([F:40])([F:26])[F:39])=[CH:37][CH:36]=3)[N:11]=2)[NH:23][N:22]=1. The yield is 0.720.